This data is from Tox21: 12 toxicity assays (nuclear receptors and stress response pathways). The task is: Binary classification across 12 toxicity assays. (1) The compound is CO[C@H](C(=O)[C@@H](O)[C@@H](C)O)[C@@H]1Cc2cc3cc(O[C@H]4C[C@@H](O[C@@H]5C[C@@H](O)[C@@H](OC)[C@@H](C)O5)[C@@H](OC(=O)O)[C@@H](C)O4)c(C)c(O)c3c(O)c2C(=O)[C@H]1O[C@H]1C[C@@H](O[C@H]2C[C@@H](O[C@H]3C[C@](C)(O)[C@@H](OC(C)=O)[C@H](C)O3)[C@H](O)[C@@H](C)O2)[C@H](O)[C@@H](C)O1. It tested positive (active) for: NR-Aromatase (Aromatase enzyme inhibition), SR-MMP (Mitochondrial Membrane Potential disruption), and SR-p53 (p53 tumor suppressor activation). (2) The drug is OB(O)O[Hg]c1ccccc1. It tested positive (active) for: NR-AR-LBD (Androgen Receptor Ligand Binding Domain agonist), NR-ER-LBD (Estrogen Receptor Ligand Binding Domain agonist), SR-ATAD5 (ATAD5 genotoxicity (DNA damage)), and SR-p53 (p53 tumor suppressor activation). (3) The compound is S=C1NC=NC2N=CNC12. It tested positive (active) for: NR-AhR (Aryl hydrocarbon Receptor agonist activity), SR-ARE (Antioxidant Response Element (oxidative stress)), SR-MMP (Mitochondrial Membrane Potential disruption), and SR-p53 (p53 tumor suppressor activation). (4) The drug is CCCC[Sn](Cl)(Cl)CCCC. It tested positive (active) for: NR-Aromatase (Aromatase enzyme inhibition), NR-ER-LBD (Estrogen Receptor Ligand Binding Domain agonist), SR-ARE (Antioxidant Response Element (oxidative stress)), SR-HSE (Heat Shock Element response), and SR-MMP (Mitochondrial Membrane Potential disruption). (5) The molecule is Cc1ccccc1[N+](=O)[O-]. It tested positive (active) for: NR-Aromatase (Aromatase enzyme inhibition). (6) The molecule is O=[N+]([O-])c1ccccc1[N+](=O)[O-]. It tested positive (active) for: NR-AhR (Aryl hydrocarbon Receptor agonist activity), SR-ARE (Antioxidant Response Element (oxidative stress)), and SR-MMP (Mitochondrial Membrane Potential disruption).